From a dataset of Forward reaction prediction with 1.9M reactions from USPTO patents (1976-2016). Predict the product of the given reaction. (1) Given the reactants [H-].[Na+].[OH:3][C:4]1[CH:5]=[C:6]([CH2:11][C:12]([O:14][CH3:15])=[O:13])[CH:7]=[C:8]([OH:10])[CH:9]=1.[CH2:16](Cl)[C:17]1[CH:22]=[CH:21][CH:20]=[CH:19][CH:18]=1, predict the reaction product. The product is: [CH2:16]([O:3][C:4]1[CH:5]=[C:6]([CH2:11][C:12]([O:14][CH3:15])=[O:13])[CH:7]=[C:8]([OH:10])[CH:9]=1)[C:17]1[CH:22]=[CH:21][CH:20]=[CH:19][CH:18]=1. (2) Given the reactants [S:1]1[C:5]2[CH:6]=[CH:7][CH:8]=[CH:9][C:4]=2[N:3]=[C:2]1[CH:10]([C:12]1[CH:13]=[C:14]([CH3:18])[CH:15]=[CH:16][CH:17]=1)[OH:11], predict the reaction product. The product is: [S:1]1[C:5]2[CH:6]=[CH:7][CH:8]=[CH:9][C:4]=2[N:3]=[C:2]1[C:10]([C:12]1[CH:13]=[C:14]([CH3:18])[CH:15]=[CH:16][CH:17]=1)=[O:11]. (3) Given the reactants C(N(CC)CC)C.C1(C)C=CC=CC=1P(C1C=CC=CC=1C)C1C=CC=CC=1C.[CH3:30][N:31]([CH3:36])[C:32](=[O:35])[CH:33]=[CH2:34].Br[C:38]1[CH:39]=[CH:40][C:41]2[C:42]3[N:50]([CH2:51][C:52]([CH3:55])([OH:54])[CH3:53])[C:49]([CH2:56][CH3:57])=[N:48][C:43]=3[CH:44]=[N:45][C:46]=2[CH:47]=1, predict the reaction product. The product is: [CH2:56]([C:49]1[N:50]([CH2:51][C:52]([OH:54])([CH3:55])[CH3:53])[C:42]2[C:41]3[CH:40]=[CH:39][C:38]([CH:34]=[CH:33][C:32]([N:31]([CH3:36])[CH3:30])=[O:35])=[CH:47][C:46]=3[N:45]=[CH:44][C:43]=2[N:48]=1)[CH3:57]. (4) Given the reactants C([N:8]1[CH2:17][CH2:16][C:15]2[NH:14][C:13](=[O:18])[CH:12]=[CH:11][C:10]=2[CH2:9]1)C1C=CC=CC=1, predict the reaction product. The product is: [NH:14]1[C:15]2[CH2:16][CH2:17][NH:8][CH2:9][C:10]=2[CH:11]=[CH:12][C:13]1=[O:18]. (5) Given the reactants [CH3:1][O:2][C:3]1[CH:4]=[C:5]([NH:11][C:12]2[C:13]3[N:39]=[CH:38][S:37][C:14]=3[N:15]=[C:16]([N:18]3[CH2:22][CH2:21][CH:20]([NH:23][C:24]([C:26]4[CH:35]=[CH:34][C:29]([C:30]([O:32][CH3:33])=[O:31])=[C:28]([OH:36])[CH:27]=4)=[O:25])[CH2:19]3)[N:17]=2)[CH:6]=[CH:7][C:8]=1[O:9][CH3:10].CI.[C:42]([O-])([O-])=O.[K+].[K+].O, predict the reaction product. The product is: [CH3:1][O:2][C:3]1[CH:4]=[C:5]([NH:11][C:12]2[C:13]3[N:39]=[CH:38][S:37][C:14]=3[N:15]=[C:16]([N:18]3[CH2:22][CH2:21][CH:20]([NH:23][C:24]([C:26]4[CH:35]=[CH:34][C:29]([C:30]([O:32][CH3:33])=[O:31])=[C:28]([O:36][CH3:42])[CH:27]=4)=[O:25])[CH2:19]3)[N:17]=2)[CH:6]=[CH:7][C:8]=1[O:9][CH3:10]. (6) The product is: [CH2:1]([N:8]([CH3:15])[CH2:9][C@H:10]([OH:12])[CH3:11])[C:2]1[CH:7]=[CH:6][CH:5]=[CH:4][CH:3]=1. Given the reactants [CH2:1]([NH:8][CH2:9][C@H:10]([OH:12])[CH3:11])[C:2]1[CH:7]=[CH:6][CH:5]=[CH:4][CH:3]=1.C=O.[CH:15](O)=O.[OH-].[Na+], predict the reaction product.